From a dataset of Catalyst prediction with 721,799 reactions and 888 catalyst types from USPTO. Predict which catalyst facilitates the given reaction. (1) Reactant: [N+:1]([C:4]1[CH:9]=[C:8]([S:10]([C:13]([F:16])([F:15])[F:14])(=[O:12])=[O:11])[CH:7]=[CH:6][C:5]=1[OH:17])([O-])=O.C(O)(=O)C. Product: [NH2:1][C:4]1[CH:9]=[C:8]([S:10]([C:13]([F:16])([F:14])[F:15])(=[O:12])=[O:11])[CH:7]=[CH:6][C:5]=1[OH:17]. The catalyst class is: 349. (2) Reactant: [Li+].[C:2]([C:6]1[CH:11]=[CH:10][C:9]([N:12]2[CH2:18][CH2:17][CH2:16][N:15]([CH2:19][CH2:20][CH2:21][C:22]([O-:24])=O)[CH2:14][CH2:13]2)=[CH:8][CH:7]=1)([CH3:5])([CH3:4])[CH3:3].F[P-](F)(F)(F)(F)F.CN(C)C(ON1C2C=CC=CC=2N=N1)=[N+](C)C.Cl.[N+:50]([C:53]1[CH:58]=[CH:57][C:56]([NH:59][CH:60]2[CH2:65][CH2:64][NH:63][CH2:62][CH2:61]2)=[CH:55][C:54]=1[C:66]([F:69])([F:68])[F:67])([O-:52])=[O:51].C(N(C(C)C)CC)(C)C.[O-2].[Al+3].[O-2].[O-2].[Al+3]. Product: [C:2]([C:6]1[CH:11]=[CH:10][C:9]([N:12]2[CH2:18][CH2:17][CH2:16][N:15]([CH2:19][CH2:20][CH2:21][C:22]([N:63]3[CH2:64][CH2:65][CH:60]([NH:59][C:56]4[CH:57]=[CH:58][C:53]([N+:50]([O-:52])=[O:51])=[C:54]([C:66]([F:67])([F:68])[F:69])[CH:55]=4)[CH2:61][CH2:62]3)=[O:24])[CH2:14][CH2:13]2)=[CH:8][CH:7]=1)([CH3:3])([CH3:5])[CH3:4]. The catalyst class is: 213.